From a dataset of Catalyst prediction with 721,799 reactions and 888 catalyst types from USPTO. Predict which catalyst facilitates the given reaction. (1) Reactant: [OH:1][C:2]([C:12]1[CH:17]=[CH:16][C:15]([NH:18][CH2:19][C:20]2[CH:25]=[CH:24][CH:23]=[CH:22][CH:21]=2)=[CH:14][CH:13]=1)([CH3:11])[CH2:3][NH:4][S:5]([CH:8]([CH3:10])[CH3:9])(=[O:7])=[O:6].[C-:26]#[N:27].[Na+].Cl.[CH2:30]=O. Product: [OH:1][C:2]([C:12]1[CH:13]=[CH:14][C:15]([N:18]([CH2:19][C:20]2[CH:25]=[CH:24][CH:23]=[CH:22][CH:21]=2)[CH2:30][C:26]#[N:27])=[CH:16][CH:17]=1)([CH3:11])[CH2:3][NH:4][S:5]([CH:8]([CH3:10])[CH3:9])(=[O:7])=[O:6]. The catalyst class is: 24. (2) Reactant: CC1(C)[O:6][C@H:5]([CH2:7][N:8]2[CH:12]=[CH:11][C:10]([NH:13][C:14](=[O:36])[CH:15]([N:20]3[C:25](=[O:26])[CH:24]=[C:23]([O:27][C:28]4[C:33]([F:34])=[CH:32][CH:31]=[CH:30][C:29]=4[F:35])[CH:22]=[N:21]3)[CH2:16][CH:17]([CH3:19])[CH3:18])=[N:9]2)[CH2:4][O:3]1.O.C1(C)C=CC(S(O)(=O)=O)=CC=1. Product: [OH:6][C@@H:5]([CH2:4][OH:3])[CH2:7][N:8]1[CH:12]=[CH:11][C:10]([NH:13][C:14](=[O:36])[CH:15]([N:20]2[C:25](=[O:26])[CH:24]=[C:23]([O:27][C:28]3[C:33]([F:34])=[CH:32][CH:31]=[CH:30][C:29]=3[F:35])[CH:22]=[N:21]2)[CH2:16][CH:17]([CH3:19])[CH3:18])=[N:9]1. The catalyst class is: 125. (3) Reactant: [CH3:1][C:2]1([CH2:7][NH2:8])[CH2:6][CH2:5][CH2:4][CH2:3]1.Cl[C:10]([O:12][CH2:13][CH3:14])=[O:11].O. Product: [CH2:13]([O:12][C:10](=[O:11])[NH:8][CH2:7][C:2]1([CH3:1])[CH2:6][CH2:5][CH2:4][CH2:3]1)[CH3:14]. The catalyst class is: 2. (4) Reactant: C[Si]([N-][Si](C)(C)C)(C)C.[K+].[CH3:11][C:12]1[O:13][C:14]([C:18](=[O:20])[CH3:19])=[C:15]([CH3:17])[N:16]=1.[F:21][C:22]1[CH:27]=[C:26]([F:28])[C:25]([C:29]2[CH:30]=[N:31][CH:32]=[N:33][CH:34]=2)=[CH:24][C:23]=1/[C:35](=[N:37]/[S@@:38]([C:40]([CH3:43])([CH3:42])[CH3:41])=[O:39])/[CH3:36].O. Product: [F:21][C:22]1[CH:27]=[C:26]([F:28])[C:25]([C:29]2[CH:30]=[N:31][CH:32]=[N:33][CH:34]=2)=[CH:24][C:23]=1[C@@:35]([NH:37][S@@:38]([C:40]([CH3:41])([CH3:43])[CH3:42])=[O:39])([CH2:19][C:18]([C:14]1[O:13][C:12]([CH3:11])=[N:16][C:15]=1[CH3:17])=[O:20])[CH3:36]. The catalyst class is: 1. (5) Reactant: [C:1]([O:5][C:6]([N:8]1[CH2:13][CH2:12][C:11]([CH2:15][C:16]([OH:18])=O)([CH3:14])[CH2:10][CH2:9]1)=[O:7])([CH3:4])([CH3:3])[CH3:2].CCN=C=NCCCN(C)C.C1C=CC2N(O)N=NC=2C=1.CCN(C(C)C)C(C)C.Cl.Cl.[CH:51]1([CH2:59][NH:60][C:61]([N:63]2[CH2:71][C:70]3[CH:69]=[CH:68][N:67]=[CH:66][C:65]=3[CH2:64]2)=[O:62])[C:53]2([CH2:58][CH2:57][NH:56][CH2:55][CH2:54]2)[CH2:52]1. Product: [CH3:14][C:11]1([CH2:15][C:16](=[O:18])[N:56]2[CH2:57][CH2:58][C:53]3([CH:51]([CH2:59][NH:60][C:61]([N:63]4[CH2:71][C:70]5[CH:69]=[CH:68][N:67]=[CH:66][C:65]=5[CH2:64]4)=[O:62])[CH2:52]3)[CH2:54][CH2:55]2)[CH2:10][CH2:9][N:8]([C:6]([O:5][C:1]([CH3:2])([CH3:3])[CH3:4])=[O:7])[CH2:13][CH2:12]1. The catalyst class is: 39. (6) Reactant: C1C=CC(N/N=[C:9]2/[C:10](S([O-])(=O)=O)=[CH:11][C:12]3[C:17]([C:18]/2=O)=C(N)C(N=NC2C=CC([N+]([O-])=O)=CC=2)=[C:14](S([O-])(=O)=O)[CH:13]=3)=CC=1.[Na+].[Na+].C.C=CC1C=CC=CC=1.[CH:51]([C:53]1[CH:58]=[CH:57][CH:56]=[CH:55][C:54]=1[CH:59]=[CH2:60])=[CH2:52].C(OOCCCCCCCCCCCC)CCCCCCCCCCC. Product: [CH2:14]=[CH:13][C:12]1[CH:17]=[CH:18][CH:9]=[CH:10][CH:11]=1.[CH:51]([C:53]1[CH:58]=[CH:57][CH:56]=[CH:55][C:54]=1[CH:59]=[CH2:60])=[CH2:52]. The catalyst class is: 6.